This data is from Reaction yield outcomes from USPTO patents with 853,638 reactions. The task is: Predict the reaction yield, written as a fraction of the theoretical maximum amount of product (1.0 means a 100% yield; for example, 0.34 means a 34% yield). (1) The catalyst is C(Cl)Cl. The product is [Br:20][CH2:2][CH2:3][CH2:4][CH2:5][CH2:6][N:7]([CH:16]([CH3:18])[CH3:17])[C:8](=[O:15])[CH2:9][CH2:10][CH2:11][CH2:12][CH2:13][CH3:14]. The yield is 0.910. The reactants are O[CH2:2][CH2:3][CH2:4][CH2:5][CH2:6][N:7]([CH:16]([CH3:18])[CH3:17])[C:8](=[O:15])[CH2:9][CH2:10][CH2:11][CH2:12][CH2:13][CH3:14].C(Br)(Br)(Br)[Br:20].O. (2) The reactants are [C:1]([O:5][C:6](=[O:27])[N:7]([C:19]1[CH:24]=[CH:23][C:22]([C:25]#[N:26])=[CH:21][CH:20]=1)[CH2:8][C:9]1[CH:10]=[N:11][C:12]([CH3:18])=[C:13]([OH:17])[C:14]=1[CH2:15][OH:16])([CH3:4])([CH3:3])[CH3:2].Br[CH2:29][C:30]1[CH:35]=[CH:34][CH:33]=[C:32]([C:36]#[N:37])[CH:31]=1. No catalyst specified. The product is [C:1]([O:5][C:6](=[O:27])[N:7]([CH2:8][C:9]1[CH:10]=[N:11][C:12]([CH3:18])=[C:13]([O:17][CH2:29][C:30]2[CH:35]=[CH:34][CH:33]=[C:32]([C:36]#[N:37])[CH:31]=2)[C:14]=1[CH2:15][OH:16])[C:19]1[CH:20]=[CH:21][C:22]([C:25]#[N:26])=[CH:23][CH:24]=1)([CH3:4])([CH3:2])[CH3:3]. The yield is 0.680. (3) The product is [CH3:25][NH:26][C:9](=[O:10])[C:8]1[CH:12]=[CH:13][CH:14]=[C:6]([C:5]2[O:1][CH:2]=[N:3][CH:4]=2)[CH:7]=1. The reactants are [O:1]1[C:5]([C:6]2[CH:7]=[C:8]([CH:12]=[CH:13][CH:14]=2)[C:9](O)=[O:10])=[CH:4][N:3]=[CH:2]1.Cl.CN.C(Cl)CCl.C1C=[N:26][C:25]2N(O)N=NC=2C=1.CCN(C(C)C)C(C)C. The catalyst is CCOC(C)=O.CO.CN(C=O)C. The yield is 0.480. (4) The reactants are [Cl:1][C:2]1[CH:18]=[CH:17][C:5]2[C:6]3[N:7]([N:11]=[C:12]([C:14](O)=[O:15])[N:13]=3)[CH2:8][CH2:9][O:10][C:4]=2[CH:3]=1.C[N:20](C)C=O.F[P-](F)(F)(F)(F)F.C[N+](C)=C(N(C)C)ON1C2N=CC=CC=2N=N1.ClC1C=CC2N=NN(O)C=2C=1.[NH4+].[Cl-].C(N(CC)C(C)C)(C)C. No catalyst specified. The product is [Cl:1][C:2]1[CH:18]=[CH:17][C:5]2[C:6]3[N:7]([N:11]=[C:12]([C:14]([NH2:20])=[O:15])[N:13]=3)[CH2:8][CH2:9][O:10][C:4]=2[CH:3]=1. The yield is 0.0530.